Dataset: Forward reaction prediction with 1.9M reactions from USPTO patents (1976-2016). Task: Predict the product of the given reaction. (1) The product is: [Br:25][CH2:24][C:23]1[NH:17][C:14]2[CH:15]=[CH:16][C:11]([C:6]3[CH:7]=[CH:8][CH:9]=[CH:10][C:5]=3[S:2]([CH3:1])(=[O:3])=[O:4])=[CH:12][C:13]=2[N:18]=1. Given the reactants [CH3:1][S:2]([C:5]1[CH:10]=[CH:9][CH:8]=[CH:7][C:6]=1[C:11]1[CH:16]=[CH:15][C:14]([NH2:17])=[C:13]([NH2:18])[CH:12]=1)(=[O:4])=[O:3].Cl.C(O[C:23](=N)[CH2:24][Br:25])C, predict the reaction product. (2) Given the reactants [CH3:1][N:2]([CH3:18])[CH2:3][CH2:4][O:5][C:6]1[CH:7]=[C:8]([CH:11]=[C:12]([N+:15]([O-:17])=[O:16])[C:13]=1[OH:14])[CH:9]=O.[C:19]1([C:25](=O)[CH2:26][C:27]2[CH:32]=[CH:31][CH:30]=[CH:29][CH:28]=2)[CH:24]=[CH:23][CH:22]=[CH:21][CH:20]=1.[NH2:34][C:35]([NH2:37])=[O:36].Cl, predict the reaction product. The product is: [CH3:1][N:2]([CH3:18])[CH2:3][CH2:4][O:5][C:6]1[CH:7]=[C:8]([CH:9]2[C:26]([C:27]3[CH:32]=[CH:31][CH:30]=[CH:29][CH:28]=3)=[C:25]([C:19]3[CH:24]=[CH:23][CH:22]=[CH:21][CH:20]=3)[NH:37][C:35](=[O:36])[NH:34]2)[CH:11]=[C:12]([N+:15]([O-:17])=[O:16])[C:13]=1[OH:14]. (3) Given the reactants Cl[C:2]1[S:3][C:4]2[CH:10]=[C:9]([O:11][CH3:12])[CH:8]=[CH:7][C:5]=2[N:6]=1.[CH:13]1([C@@H:19]([NH2:21])[CH3:20])[CH2:18][CH2:17][CH2:16][CH2:15][CH2:14]1.CCN(C(C)C)C(C)C, predict the reaction product. The product is: [CH:13]1([C@@H:19]([NH:21][C:2]2[S:3][C:4]3[CH:10]=[C:9]([O:11][CH3:12])[CH:8]=[CH:7][C:5]=3[N:6]=2)[CH3:20])[CH2:18][CH2:17][CH2:16][CH2:15][CH2:14]1. (4) Given the reactants Br[CH2:2][C:3]1[CH:4]=[CH:5][C:6]([O:9][CH3:10])=[N:7][CH:8]=1.[CH3:11][C:12]1[N:17]=[C:16]([SH:18])[N:15]=[C:14]([OH:19])[CH:13]=1, predict the reaction product. The product is: [CH3:10][O:9][C:6]1[N:7]=[CH:8][C:3]([CH2:2][S:18][C:16]2[N:15]=[C:14]([OH:19])[CH:13]=[C:12]([CH3:11])[N:17]=2)=[CH:4][CH:5]=1. (5) The product is: [Cl:1][C:2]1[CH:3]=[C:4]([C:8]2[S:9][C:10]([CH3:23])=[C:11]([CH3:22])[C:12]=2[C:13]([C:15]2[CH:16]=[N:17][CH:18]=[CH:19][CH:20]=2)=[O:14])[CH:5]=[CH:6][CH:7]=1. Given the reactants [Cl:1][C:2]1[CH:3]=[C:4]([C:8]2[S:9][CH:10]([CH3:23])[C:11]([CH3:22])(O)[C:12]=2[C:13]([C:15]2[CH:16]=[N:17][CH:18]=[CH:19][CH:20]=2)=[O:14])[CH:5]=[CH:6][CH:7]=1.C(OC(=O)C)(=O)C, predict the reaction product. (6) Given the reactants ClC(Cl)(Cl)C[O:4][C:5]([C@@H:7]1[CH2:12][CH2:11][CH2:10][N:9]([C:13](=[O:24])[C@@H:14]([NH:16][C:17]([O:19][C:20]([CH3:23])([CH3:22])[CH3:21])=[O:18])[CH3:15])[NH:8]1)=[O:6].O.[OH-].[Li+], predict the reaction product. The product is: [C:20]([O:19][C:17]([NH:16][C@@H:14]([CH3:15])[C:13]([N:9]1[CH2:10][CH2:11][CH2:12][C@@H:7]([C:5]([OH:6])=[O:4])[NH:8]1)=[O:24])=[O:18])([CH3:23])([CH3:21])[CH3:22].